Dataset: Catalyst prediction with 721,799 reactions and 888 catalyst types from USPTO. Task: Predict which catalyst facilitates the given reaction. (1) Reactant: Br[CH2:2][C:3]([NH:5][C@H:6]([CH3:20])[CH2:7][C:8]1[CH:13]=[CH:12][C:11]([O:14][CH3:15])=[C:10]([S:16]([NH2:19])(=[O:18])=[O:17])[CH:9]=1)=[O:4].CC(C)([O-])C.[K+].[CH2:27]([O:29][C:30]1[CH:35]=[CH:34][CH:33]=[CH:32][C:31]=1[OH:36])[CH3:28].Cl. Product: [CH2:27]([O:29][C:30]1[CH:35]=[CH:34][CH:33]=[CH:32][C:31]=1[O:36][CH2:2][C:3]([NH:5][C@H:6]([CH3:20])[CH2:7][C:8]1[CH:13]=[CH:12][C:11]([O:14][CH3:15])=[C:10]([S:16]([NH2:19])(=[O:18])=[O:17])[CH:9]=1)=[O:4])[CH3:28]. The catalyst class is: 54. (2) Reactant: [CH3:1][O:2][C:3]([C:5]1[CH:10]=[CH:9][C:8]([C:11]2[C:12]([CH3:49])([CH3:48])[C@H:13]3[C@:26]([CH3:29])([CH2:27][CH:28]=2)[C@@H:25]2[C@:16]([CH3:47])([C@@:17]4([CH3:46])[C@H:22]([CH2:23][CH2:24]2)[C@H:21]2[C@H:30]([C:33]([CH3:35])=[CH2:34])[CH2:31][CH2:32][C@:20]2([C:36]([O:38][Si:39]([C:42]([CH3:45])([CH3:44])[CH3:43])([CH3:41])[CH3:40])=[O:37])[CH2:19][CH2:18]4)[CH2:15][CH2:14]3)=[CH:7][CH:6]=1)=[O:4].C1C(=O)N([Br:57])C(=O)C1. Product: [Br:57][CH2:34][C:33]([C@H:30]1[C@@H:21]2[C@@H:22]3[C@@:17]([CH3:46])([CH2:18][CH2:19][C@@:20]2([C:36]([O:38][Si:39]([C:42]([CH3:45])([CH3:44])[CH3:43])([CH3:40])[CH3:41])=[O:37])[CH2:32][CH2:31]1)[C@@:16]1([CH3:47])[C@@H:25]([C@:26]2([CH3:29])[C@@H:13]([CH2:14][CH2:15]1)[C:12]([CH3:49])([CH3:48])[C:11]([C:8]1[CH:7]=[CH:6][C:5]([C:3]([O:2][CH3:1])=[O:4])=[CH:10][CH:9]=1)=[CH:28][CH2:27]2)[CH2:24][CH2:23]3)=[CH2:35]. The catalyst class is: 53. (3) Reactant: [CH:1](NC(C)C)(C)C.C([Li])CCC.[Br:13][C:14]1[CH:15]=[C:16]([CH2:20][C:21]([OH:23])=[O:22])[CH:17]=[CH:18][CH:19]=1.CI.[Cl-].[Na+].Cl. Product: [Br:13][C:14]1[CH:15]=[C:16]([CH:20]([CH3:1])[C:21]([OH:23])=[O:22])[CH:17]=[CH:18][CH:19]=1. The catalyst class is: 1. (4) Reactant: C.C1C(Br)=C(Br)[NH:4]C=1C(O)=[O:10].[S:12]([OH:22])(=[O:21])([C:14]1[CH:19]=[CH:18][C:17]([NH2:20])=[CH:16][CH:15]=1)=[O:13].[N+]([O-])(O)=O.N([O-])=O.[Na+]. Product: [OH-:10].[S:12]([C:14]1[CH:15]=[CH:16][C:17]([N+:20]#[N:4])=[CH:18][CH:19]=1)([OH:22])(=[O:21])=[O:13]. The catalyst class is: 6.